Dataset: Forward reaction prediction with 1.9M reactions from USPTO patents (1976-2016). Task: Predict the product of the given reaction. (1) The product is: [Cl:1][C:2]1[CH:3]=[C:4]([CH:9]=[CH:10][C:11]=1[Cl:12])[CH2:5][NH:6][C:7]([NH:13][C:14]1[N:19]=[N:18][C:17]([N:20]2[CH2:21][CH2:22][N:23]([C:26](=[O:27])[C:28]3[CH:33]=[CH:32][CH:31]=[CH:30][C:29]=3[C:34]([F:37])([F:36])[F:35])[CH2:24][CH2:25]2)=[CH:16][CH:15]=1)=[O:8]. Given the reactants [Cl:1][C:2]1[CH:3]=[C:4]([CH:9]=[CH:10][C:11]=1[Cl:12])[CH2:5][N:6]=[C:7]=[O:8].[NH2:13][C:14]1[N:19]=[N:18][C:17]([N:20]2[CH2:25][CH2:24][N:23]([C:26]([C:28]3[CH:33]=[CH:32][CH:31]=[CH:30][C:29]=3[C:34]([F:37])([F:36])[F:35])=[O:27])[CH2:22][CH2:21]2)=[CH:16][CH:15]=1, predict the reaction product. (2) Given the reactants [NH2:1][CH2:2][C:3]1[CH:4]=[C:5]([C:10]2[CH:15]=[CH:14][C:13]([C:16]([F:19])([F:18])[F:17])=[CH:12][CH:11]=2)[CH:6]=[CH:7][C:8]=1[NH2:9].O(CC)[C:21]([S-])=[S:22].[K+], predict the reaction product. The product is: [F:19][C:16]([F:17])([F:18])[C:13]1[CH:14]=[CH:15][C:10]([C:5]2[CH:4]=[C:3]3[C:8](=[CH:7][CH:6]=2)[NH:9][C:21](=[S:22])[NH:1][CH2:2]3)=[CH:11][CH:12]=1. (3) Given the reactants [CH:1]([O:4][C:5]([N:7]1[CH2:12][CH2:11][CH:10]([CH:13]([OH:15])[CH3:14])[CH2:9][CH2:8]1)=[O:6])([CH3:3])[CH3:2].[H-].[Na+].[Br:18][C:19]1[CH:20]=[CH:21][C:22](Cl)=[N:23][CH:24]=1, predict the reaction product. The product is: [CH:1]([O:4][C:5]([N:7]1[CH2:12][CH2:11][CH:10]([CH:13]([O:15][C:22]2[CH:21]=[CH:20][C:19]([Br:18])=[CH:24][N:23]=2)[CH3:14])[CH2:9][CH2:8]1)=[O:6])([CH3:3])[CH3:2]. (4) Given the reactants Cl[C:2](Cl)([O:4]C(=O)OC(Cl)(Cl)Cl)Cl.[F:13][C:14]([F:19])([F:18])[CH2:15][CH2:16][OH:17].CCN(C(C)C)C(C)C.[N:29]1([C:35]([O:37][CH2:38][C:39]2[CH:44]=[CH:43][CH:42]=[CH:41][CH:40]=2)=[O:36])[CH2:34][CH2:33][NH:32][CH2:31][CH2:30]1, predict the reaction product. The product is: [F:13][C:14]([F:19])([F:18])[CH2:15][CH2:16][O:17][C:2]([N:32]1[CH2:33][CH2:34][N:29]([C:35]([O:37][CH2:38][C:39]2[CH:44]=[CH:43][CH:42]=[CH:41][CH:40]=2)=[O:36])[CH2:30][CH2:31]1)=[O:4]. (5) Given the reactants [F:1][C:2]1[CH:7]=[CH:6][C:5]([C:8]2[O:12][N:11]=[CH:10][C:9]=2[CH2:13][CH2:14][C:15]([OH:17])=[O:16])=[CH:4][CH:3]=1.S(=O)(=O)(O)O.[CH3:23]O, predict the reaction product. The product is: [F:1][C:2]1[CH:3]=[CH:4][C:5]([C:8]2[O:12][N:11]=[CH:10][C:9]=2[CH2:13][CH2:14][C:15]([O:17][CH3:23])=[O:16])=[CH:6][CH:7]=1. (6) Given the reactants [NH2:1][C:2]1[N:6]([CH3:7])[C:5](=[O:8])[C:4]([C:19]2[CH:24]=[CH:23][C:22]([F:25])=[C:21](Br)[CH:20]=2)([C:9]2[CH:14]=[C:13]([CH2:15][CH3:16])[N:12]=[C:11]([CH2:17][CH3:18])[CH:10]=2)[N:3]=1.[F:27][C:28]1[CH:29]=[C:30]([Sn](CCCC)(CCCC)CCCC)[CH:31]=[N:32][CH:33]=1, predict the reaction product. The product is: [NH2:1][C:2]1[N:6]([CH3:7])[C:5](=[O:8])[C:4]([C:9]2[CH:14]=[C:13]([CH2:15][CH3:16])[N:12]=[C:11]([CH2:17][CH3:18])[CH:10]=2)([C:19]2[CH:24]=[CH:23][C:22]([F:25])=[C:21]([C:30]3[CH:31]=[N:32][CH:33]=[C:28]([F:27])[CH:29]=3)[CH:20]=2)[N:3]=1. (7) Given the reactants Br[C:2]1[CH:11]=[CH:10][C:9]2[N:8]=[CH:7][C:6]3[N:12]([CH3:23])[C:13](=[O:22])[N:14]([C:15]4[C:16]([CH3:21])=[N:17][N:18]([CH3:20])[CH:19]=4)[C:5]=3[C:4]=2[CH:3]=1.CC1(C)C(C)(C)OB([C:32]2[CH:33]=[C:34]3[C:38](=[CH:39][CH:40]=2)[NH:37][C:36](=[O:41])[CH2:35]3)O1, predict the reaction product. The product is: [CH3:20][N:18]1[CH:19]=[C:15]([N:14]2[C:5]3[C:4]4[CH:3]=[C:2]([C:32]5[CH:33]=[C:34]6[C:38](=[CH:39][CH:40]=5)[NH:37][C:36](=[O:41])[CH2:35]6)[CH:11]=[CH:10][C:9]=4[N:8]=[CH:7][C:6]=3[N:12]([CH3:23])[C:13]2=[O:22])[C:16]([CH3:21])=[N:17]1. (8) Given the reactants [NH2:1][CH2:2][C@@H:3]([OH:22])[C@@H:4]([N:11]1[C:19]2[C:14](=[CH:15][C:16]([Cl:20])=[CH:17][CH:18]=2)[C:13]([CH3:21])=[CH:12]1)[C:5]1[CH:10]=[CH:9][CH:8]=[CH:7][CH:6]=1.ClC1C=C2C(=CC=1)N([C@@H](C1C=CC=CC=1)[C@H](O)CO)C=C2C, predict the reaction product. The product is: [ClH:20].[NH2:1][CH2:2][C@@H:3]([OH:22])[C@@H:4]([N:11]1[C:19]2[C:14](=[CH:15][C:16]([Cl:20])=[CH:17][CH:18]=2)[C:13]([CH3:21])=[CH:12]1)[C:5]1[CH:6]=[CH:7][CH:8]=[CH:9][CH:10]=1. (9) Given the reactants [CH:1]([O:4][C:5]([N:7]1[CH:12]([CH2:13][CH3:14])[CH2:11][C:10](=O)[CH2:9][CH:8]1[CH2:16][CH3:17])=[O:6])([CH3:3])[CH3:2].[CH2:18]([NH2:25])[C:19]1[CH:24]=[CH:23][CH:22]=[CH:21][CH:20]=1.[BH4-].[Na+], predict the reaction product. The product is: [CH:1]([O:4][C:5]([N:7]1[CH:12]([CH2:13][CH3:14])[CH2:11][CH:10]([NH:25][CH2:18][C:19]2[CH:24]=[CH:23][CH:22]=[CH:21][CH:20]=2)[CH2:9][CH:8]1[CH2:16][CH3:17])=[O:6])([CH3:3])[CH3:2]. (10) Given the reactants [CH2:1]([SH:7])[CH2:2][S:3]([O-:6])(=[O:5])=[O:4].[Na+:8].[C:9]([OH:18])(=[O:17])[CH2:10][CH2:11][CH2:12][CH2:13][CH2:14][CH2:15][CH3:16], predict the reaction product. The product is: [CH2:1]([SH:7])[CH2:2][S:3]([O-:6])(=[O:5])=[O:4].[Na+:8].[C:9]([OH:18])(=[O:17])[CH2:10][CH2:11][CH2:12][CH2:13][CH2:14][CH2:15][CH3:16].